From a dataset of Reaction yield outcomes from USPTO patents with 853,638 reactions. Predict the reaction yield, written as a fraction of the theoretical maximum amount of product (1.0 means a 100% yield; for example, 0.34 means a 34% yield). (1) The reactants are [CH3:1][C:2]1([CH3:31])[C:8](=[O:9])[NH:7][C:6]2[N:10]=[CH:11][C:12](/[CH:14]=[CH:15]/[C:16]([N:18]([CH3:30])[CH2:19][C:20]3[O:21][C:22]4[CH:29]=[CH:28][CH:27]=[CH:26][C:23]=4[C:24]=3[CH3:25])=[O:17])=[CH:13][C:5]=2[CH2:4][NH:3]1.[ClH:32]. The catalyst is C(Cl)Cl.CCOCC. The product is [ClH:32].[CH3:1][C:2]1([CH3:31])[C:8](=[O:9])[NH:7][C:6]2[N:10]=[CH:11][C:12](/[CH:14]=[CH:15]/[C:16]([N:18]([CH3:30])[CH2:19][C:20]3[O:21][C:22]4[CH:29]=[CH:28][CH:27]=[CH:26][C:23]=4[C:24]=3[CH3:25])=[O:17])=[CH:13][C:5]=2[CH2:4][NH:3]1. The yield is 0.970. (2) The reactants are [NH2:1][C:2]1[C:7](=[O:8])[C:6]([O:9][CH3:10])=[CH:5][N:4]([C:11]2[CH:16]=[CH:15][CH:14]=[C:13]([C:17]([F:20])([F:19])[F:18])[CH:12]=2)[N:3]=1.[CH:21]([CH:23]=O)=O.[CH:25](=O)[C:26]1[CH:31]=[CH:30][CH:29]=[CH:28][CH:27]=1.[NH4+:33].[Cl-].OP(O)(O)=O. The catalyst is CO.O.C([O-])(O)=O.[Na+]. The product is [CH3:10][O:9][C:6]1[C:7](=[O:8])[C:2]([N:1]2[CH:23]=[CH:21][N:33]=[C:25]2[C:26]2[CH:31]=[CH:30][CH:29]=[CH:28][CH:27]=2)=[N:3][N:4]([C:11]2[CH:16]=[CH:15][CH:14]=[C:13]([C:17]([F:18])([F:20])[F:19])[CH:12]=2)[CH:5]=1. The yield is 0.290. (3) The reactants are [NH:1]1[C:9]2[C:4](=[CH:5][CH:6]=[CH:7][CH:8]=2)[CH:3]=[CH:2]1.[H-].[Na+].Br[CH2:13][C:14]1[CH:19]=[CH:18][C:17]([C:20]2[CH:24]=[C:23]([C:25]([NH2:27])=[O:26])[O:22][N:21]=2)=[CH:16][CH:15]=1.O. The catalyst is CN(C=O)C. The product is [N:1]1([CH2:13][C:14]2[CH:15]=[CH:16][C:17]([C:20]3[CH:24]=[C:23]([C:25]([NH2:27])=[O:26])[O:22][N:21]=3)=[CH:18][CH:19]=2)[C:9]2[C:4](=[CH:5][CH:6]=[CH:7][CH:8]=2)[CH:3]=[CH:2]1. The yield is 0.180. (4) The reactants are C1(S([N:10]2[C:14]3=[CH:15][N:16]=[CH:17][C:18]([C:19]4[N:27]=[C:26]5[C:22]([N:23]=[C:24]([CH2:29][N:30]6[CH2:35][CH2:34][CH:33]([C:36]([OH:39])([CH3:38])[CH3:37])[CH2:32][CH2:31]6)[N:25]5[CH3:28])=[C:21]([N:40]5[CH2:45][CH2:44][O:43][CH2:42][CH2:41]5)[N:20]=4)=[C:13]3[CH:12]=[C:11]2[CH3:46])(=O)=O)C=CC=CC=1. The catalyst is O1CCOCC1.[OH-].[Na+]. The product is [CH3:28][N:25]1[C:24]([CH2:29][N:30]2[CH2:31][CH2:32][CH:33]([C:36]([OH:39])([CH3:38])[CH3:37])[CH2:34][CH2:35]2)=[N:23][C:22]2[C:26]1=[N:27][C:19]([C:18]1[CH:17]=[N:16][CH:15]=[C:14]3[NH:10][C:11]([CH3:46])=[CH:12][C:13]=13)=[N:20][C:21]=2[N:40]1[CH2:45][CH2:44][O:43][CH2:42][CH2:41]1. The yield is 0.430. (5) The reactants are [Si:1]([O:18][CH2:19][CH2:20][N:21]([CH2:52]C)[C:22](=[O:51])[CH2:23][C@@H:24]([NH:33][C:34]1[CH:39]=[CH:38][C:37]([S:40](=[O:43])(=[O:42])[NH2:41])=[CH:36][C:35]=1[S:44]([C:47]([F:50])([F:49])[F:48])(=[O:46])=[O:45])[CH2:25][S:26][C:27]1[CH:32]=[CH:31][CH:30]=[CH:29][CH:28]=1)([C:14]([CH3:17])([CH3:16])[CH3:15])([C:8]1[CH:13]=[CH:12][CH:11]=[CH:10][CH:9]=1)[C:2]1[CH:7]=[CH:6][CH:5]=[CH:4][CH:3]=1.C1(SC[C@H](NC2C=CC(S(=O)(=O)N)=CC=2S(C(F)(F)F)(=O)=O)CC(O)=O)C=CC=CC=1.[Si](OCCNC)(C(C)(C)C)(C1C=CC=CC=1)C1C=CC=CC=1. No catalyst specified. The product is [Si:1]([O:18][CH2:19][CH2:20][N:21]([CH3:52])[C:22](=[O:51])[CH2:23][C@@H:24]([NH:33][C:34]1[CH:39]=[CH:38][C:37]([S:40](=[O:42])(=[O:43])[NH2:41])=[CH:36][C:35]=1[S:44]([C:47]([F:50])([F:48])[F:49])(=[O:46])=[O:45])[CH2:25][S:26][C:27]1[CH:32]=[CH:31][CH:30]=[CH:29][CH:28]=1)([C:14]([CH3:15])([CH3:16])[CH3:17])([C:2]1[CH:3]=[CH:4][CH:5]=[CH:6][CH:7]=1)[C:8]1[CH:13]=[CH:12][CH:11]=[CH:10][CH:9]=1. The yield is 0.930. (6) The reactants are C([O:8][C:9](=[O:28])[CH2:10][CH2:11][C:12]1[CH:17]=[CH:16][C:15]([O:18][CH2:19][C:20]2[CH:25]=[CH:24][CH:23]=[CH:22][CH:21]=2)=[C:14]([O:26][CH3:27])[CH:13]=1)C1C=CC=CC=1.[OH-].[Na+]. The catalyst is CO.O1CCOCC1. The product is [CH2:19]([O:18][C:15]1[CH:16]=[CH:17][C:12]([CH2:11][CH2:10][C:9]([OH:28])=[O:8])=[CH:13][C:14]=1[O:26][CH3:27])[C:20]1[CH:21]=[CH:22][CH:23]=[CH:24][CH:25]=1. The yield is 1.00. (7) The reactants are [CH3:1][O:2][C:3]1[CH:4]=[C:5]([CH:7]=[CH:8][C:9]=1[C:10]1[CH:15]=[CH:14][N:13]=[N:12][CH:11]=1)[NH2:6].[C:16]([O:20][C:21]([NH:23][C@H:24]([CH2:28][CH:29]([CH3:31])[CH3:30])[C:25](O)=[O:26])=[O:22])([CH3:19])([CH3:18])[CH3:17].C(N(CC)C(C)C)(C)C.CN(C(ON1N=NC2C=CC=NC1=2)=[N+](C)C)C.F[P-](F)(F)(F)(F)F. The catalyst is CN(C=O)C.C(OCC)(=O)C. The product is [CH3:1][O:2][C:3]1[CH:4]=[C:5]([NH:6][C:25](=[O:26])[C@H:24]([NH:23][C:21](=[O:22])[O:20][C:16]([CH3:19])([CH3:18])[CH3:17])[CH2:28][CH:29]([CH3:31])[CH3:30])[CH:7]=[CH:8][C:9]=1[C:10]1[CH:15]=[CH:14][N:13]=[N:12][CH:11]=1. The yield is 1.00.